This data is from Catalyst prediction with 721,799 reactions and 888 catalyst types from USPTO. The task is: Predict which catalyst facilitates the given reaction. Reactant: [C:1]([O:5][C:6]([NH:8][CH2:9][C:10]1[C:11]([CH2:27][CH:28]([CH3:30])[CH3:29])=[N:12][C:13]([CH3:26])=[C:14]([C:18]=1[C:19]1[CH:24]=[CH:23][C:22]([CH3:25])=[CH:21][CH:20]=1)[C:15]([OH:17])=[O:16])=[O:7])([CH3:4])([CH3:3])[CH3:2].I[CH2:32][C:33]([NH2:35])=[O:34].C(=O)([O-])[O-].[K+].[K+]. Product: [C:1]([O:5][C:6]([NH:8][CH2:9][C:10]1[C:11]([CH2:27][CH:28]([CH3:30])[CH3:29])=[N:12][C:13]([CH3:26])=[C:14]([C:18]=1[C:19]1[CH:24]=[CH:23][C:22]([CH3:25])=[CH:21][CH:20]=1)[C:15]([O:17][CH2:32][C:33]([NH2:35])=[O:34])=[O:16])=[O:7])([CH3:4])([CH3:3])[CH3:2]. The catalyst class is: 42.